This data is from Catalyst prediction with 721,799 reactions and 888 catalyst types from USPTO. The task is: Predict which catalyst facilitates the given reaction. Reactant: [Br:1][C:2]1[C:3](=[O:9])[NH:4][C:5]([Cl:8])=[N:6][CH:7]=1.[CH3:10]N(C=O)C.[H-].[Li+].IC. Product: [Br:1][C:2]1[C:3](=[O:9])[N:4]([CH3:10])[C:5]([Cl:8])=[N:6][CH:7]=1. The catalyst class is: 57.